Dataset: NCI-60 drug combinations with 297,098 pairs across 59 cell lines. Task: Regression. Given two drug SMILES strings and cell line genomic features, predict the synergy score measuring deviation from expected non-interaction effect. (1) Drug 1: CC12CCC3C(C1CCC2=O)CC(=C)C4=CC(=O)C=CC34C. Drug 2: C1CCC(C(C1)N)N.C(=O)(C(=O)[O-])[O-].[Pt+4]. Cell line: OVCAR3. Synergy scores: CSS=20.6, Synergy_ZIP=-2.03, Synergy_Bliss=-6.54, Synergy_Loewe=-8.85, Synergy_HSA=-6.13. (2) Drug 1: CC1=C2C(C(=O)C3(C(CC4C(C3C(C(C2(C)C)(CC1OC(=O)C(C(C5=CC=CC=C5)NC(=O)OC(C)(C)C)O)O)OC(=O)C6=CC=CC=C6)(CO4)OC(=O)C)O)C)O. Drug 2: CS(=O)(=O)OCCCCOS(=O)(=O)C. Cell line: SNB-19. Synergy scores: CSS=9.09, Synergy_ZIP=-5.99, Synergy_Bliss=-2.47, Synergy_Loewe=-1.21, Synergy_HSA=-1.21. (3) Drug 1: CN1CCC(CC1)COC2=C(C=C3C(=C2)N=CN=C3NC4=C(C=C(C=C4)Br)F)OC. Drug 2: C1=CN(C(=O)N=C1N)C2C(C(C(O2)CO)O)O.Cl. Cell line: COLO 205. Synergy scores: CSS=42.2, Synergy_ZIP=3.72, Synergy_Bliss=3.99, Synergy_Loewe=-23.5, Synergy_HSA=-0.525. (4) Drug 1: C1CCC(C(C1)[NH-])[NH-].C(=O)(C(=O)[O-])[O-].[Pt+4]. Drug 2: CCC1=C2N=C(C=C(N2N=C1)NCC3=C[N+](=CC=C3)[O-])N4CCCCC4CCO. Cell line: UACC62. Synergy scores: CSS=61.7, Synergy_ZIP=-0.631, Synergy_Bliss=-1.41, Synergy_Loewe=-2.31, Synergy_HSA=3.99. (5) Drug 1: C1C(C(OC1N2C=NC3=C(N=C(N=C32)Cl)N)CO)O. Drug 2: C1C(C(OC1N2C=NC3=C2NC=NCC3O)CO)O. Cell line: KM12. Synergy scores: CSS=34.8, Synergy_ZIP=-4.13, Synergy_Bliss=-3.00, Synergy_Loewe=-13.4, Synergy_HSA=-3.81. (6) Drug 1: C1CN1P(=S)(N2CC2)N3CC3. Drug 2: CN1C2=C(C=C(C=C2)N(CCCl)CCCl)N=C1CCCC(=O)O.Cl. Cell line: A549. Synergy scores: CSS=31.8, Synergy_ZIP=-1.95, Synergy_Bliss=1.66, Synergy_Loewe=-34.9, Synergy_HSA=0.0931. (7) Drug 1: CC1=C(C=C(C=C1)NC2=NC=CC(=N2)N(C)C3=CC4=NN(C(=C4C=C3)C)C)S(=O)(=O)N.Cl. Drug 2: C1CN1P(=S)(N2CC2)N3CC3. Cell line: HOP-92. Synergy scores: CSS=6.49, Synergy_ZIP=-4.10, Synergy_Bliss=-6.17, Synergy_Loewe=-7.43, Synergy_HSA=-4.92. (8) Drug 1: CC1C(C(=O)NC(C(=O)N2CCCC2C(=O)N(CC(=O)N(C(C(=O)O1)C(C)C)C)C)C(C)C)NC(=O)C3=C4C(=C(C=C3)C)OC5=C(C(=O)C(=C(C5=N4)C(=O)NC6C(OC(=O)C(N(C(=O)CN(C(=O)C7CCCN7C(=O)C(NC6=O)C(C)C)C)C)C(C)C)C)N)C. Drug 2: C1CCC(C(C1)N)N.C(=O)(C(=O)[O-])[O-].[Pt+4]. Cell line: UACC-257. Synergy scores: CSS=12.4, Synergy_ZIP=-2.37, Synergy_Bliss=3.60, Synergy_Loewe=0.106, Synergy_HSA=3.22. (9) Drug 1: CN(CC1=CN=C2C(=N1)C(=NC(=N2)N)N)C3=CC=C(C=C3)C(=O)NC(CCC(=O)O)C(=O)O. Drug 2: C1CNP(=O)(OC1)N(CCCl)CCCl. Cell line: NCI/ADR-RES. Synergy scores: CSS=32.6, Synergy_ZIP=0.935, Synergy_Bliss=-2.82, Synergy_Loewe=-20.2, Synergy_HSA=-2.64. (10) Drug 1: C1=NC2=C(N1)C(=S)N=C(N2)N. Drug 2: C1C(C(OC1N2C=C(C(=O)NC2=O)F)CO)O. Cell line: OVCAR-8. Synergy scores: CSS=54.1, Synergy_ZIP=0.532, Synergy_Bliss=-0.873, Synergy_Loewe=-3.25, Synergy_HSA=3.80.